From a dataset of Catalyst prediction with 721,799 reactions and 888 catalyst types from USPTO. Predict which catalyst facilitates the given reaction. (1) Reactant: OC(C(F)(F)F)=O.[N:8]1([CH2:14][C:15]2[N:16]=[N:17][C:18]3[C:19](=[C:21]([NH2:26])[N:22]=[C:23]([NH2:25])[N:24]=3)[N:20]=2)[CH2:13][CH2:12][NH:11][CH2:10][CH2:9]1.[Cl:27][C:28]1[CH:29]=[C:30]([CH:33]=[CH:34][CH:35]=1)[CH2:31]Cl.C(=O)([O-])[O-].[K+].[K+].CC#N.O. Product: [Cl:27][C:28]1[CH:29]=[C:30]([CH:33]=[CH:34][CH:35]=1)[CH2:31][N:11]1[CH2:12][CH2:13][N:8]([CH2:14][C:15]2[N:16]=[N:17][C:18]3[C:19](=[C:21]([NH2:26])[N:22]=[C:23]([NH2:25])[N:24]=3)[N:20]=2)[CH2:9][CH2:10]1. The catalyst class is: 3. (2) Reactant: [CH:1]1([C:4]2[CH:5]=[C:6]([CH:38]=[CH:39][CH:40]=2)[CH2:7][N:8]2[C@@H:16]3[C@H:11]([C@H:12]([CH2:19][C:20]4[CH:25]=[CH:24][C:23]([O:26]C)=[C:22](B5OC(C)(C)C(C)(C)O5)[CH:21]=4)[CH2:13][S:14](=[O:18])(=[O:17])[CH2:15]3)[O:10]C2=O)[CH2:3][CH2:2]1.[CH3:41][C:42]1[CH:43]=[C:44]([CH:47]=[CH:48][CH:49]=1)[CH2:45]Br. Product: [CH:1]1([C:4]2[CH:5]=[C:6]([CH:38]=[CH:39][CH:40]=2)[CH2:7][NH:8][C@@H:16]2[C@@H:11]([OH:10])[C@H:12]([CH2:19][C:20]3[CH:25]=[CH:24][C:23]([OH:26])=[C:22]([CH2:41][C:42]4[CH:49]=[CH:48][CH:47]=[C:44]([CH3:45])[CH:43]=4)[CH:21]=3)[CH2:13][S:14](=[O:18])(=[O:17])[CH2:15]2)[CH2:2][CH2:3]1. The catalyst class is: 61. (3) Reactant: [Cl:1][C:2]1[N:3]=[CH:4][C:5]2[N:11]([CH3:12])[C:10](=[O:13])[C:9]([F:15])([F:14])[CH2:8][N:7](CC3C=CC(OC)=CC=3)[C:6]=2[N:25]=1.C1(OC)C=CC=CC=1. Product: [Cl:1][C:2]1[N:3]=[CH:4][C:5]2[N:11]([CH3:12])[C:10](=[O:13])[C:9]([F:15])([F:14])[CH2:8][NH:7][C:6]=2[N:25]=1. The catalyst class is: 55. (4) Reactant: [CH:1]1[C:13]2[CH:12]([CH2:14][O:15][C:16]([N:18]3[CH2:23][C@H:22]([NH:24][C:25]([O:27][C:28]([CH3:31])([CH3:30])[CH3:29])=[O:26])[CH2:21][C@H:20]([C:32](O)=[O:33])[CH2:19]3)=[O:17])[C:11]3[C:6](=[CH:7][CH:8]=[CH:9][CH:10]=3)[C:5]=2[CH:4]=[CH:3][CH:2]=1.CCN=C=NCCCN(C)C.Cl.Cl.C1C=NC2N(O)N=NC=2C=1.[C:58]([Si:62]([CH3:85])([CH3:84])[O:63][CH2:64][CH2:65][CH2:66][CH2:67][C:68]1([CH2:82][NH2:83])[C:81]2[CH:80]=[CH:79][CH:78]=[CH:77][C:76]=2[O:75][C:74]2[C:69]1=[CH:70][CH:71]=[CH:72][CH:73]=2)([CH3:61])([CH3:60])[CH3:59]. Product: [CH:6]1[C:11]2[CH:12]([CH2:14][O:15][C:16]([N:18]3[CH2:19][C@@H:20]([C:32](=[O:33])[NH:83][CH2:82][C:68]4([CH2:67][CH2:66][CH2:65][CH2:64][O:63][Si:62]([C:58]([CH3:61])([CH3:60])[CH3:59])([CH3:85])[CH3:84])[C:69]5[CH:70]=[CH:71][CH:72]=[CH:73][C:74]=5[O:75][C:76]5[C:81]4=[CH:80][CH:79]=[CH:78][CH:77]=5)[CH2:21][C@@H:22]([NH:24][C:25]([O:27][C:28]([CH3:30])([CH3:31])[CH3:29])=[O:26])[CH2:23]3)=[O:17])[C:13]3[C:5](=[CH:4][CH:3]=[CH:2][CH:1]=3)[C:10]=2[CH:9]=[CH:8][CH:7]=1. The catalyst class is: 18. (5) Reactant: C(=O)([O-])[O-].[K+].[K+].Cl[C:8]1[C:17]([CH:18]=[O:19])=[CH:16][C:15]2[C:10](=[C:11]([CH3:20])[CH:12]=[CH:13][CH:14]=2)[N:9]=1.[CH:21]1([CH2:25][NH:26][CH2:27][CH3:28])[CH2:24][CH2:23][CH2:22]1.O. Product: [CH:21]1([CH2:25][N:26]([CH2:27][CH3:28])[C:8]2[C:17]([CH:18]=[O:19])=[CH:16][C:15]3[C:10](=[C:11]([CH3:20])[CH:12]=[CH:13][CH:14]=3)[N:9]=2)[CH2:24][CH2:23][CH2:22]1. The catalyst class is: 42.